This data is from Full USPTO retrosynthesis dataset with 1.9M reactions from patents (1976-2016). The task is: Predict the reactants needed to synthesize the given product. (1) Given the product [CH2:19]([NH:23][C:10]1[CH:11]=[CH:12][CH:13]=[C:8]([O:7][C:6]2[CH:15]=[CH:16][C:3]([CH2:1][CH3:2])=[CH:4][C:5]=2[O:17][CH3:18])[N:9]=1)[CH2:20][CH2:21][CH3:22], predict the reactants needed to synthesize it. The reactants are: [CH2:1]([C:3]1[CH:16]=[CH:15][C:6]([O:7][C:8]2[CH:13]=[CH:12][CH:11]=[C:10](F)[N:9]=2)=[C:5]([O:17][CH3:18])[CH:4]=1)[CH3:2].[CH2:19]([NH2:23])[CH2:20][CH2:21][CH3:22]. (2) Given the product [Si:19]([O:18][C@@H:6]1[C@H:7]([CH2:9][O:10][Si:11]([C:14]([CH3:17])([CH3:16])[CH3:15])([CH3:12])[CH3:13])[CH2:8][C@@H:4]([NH2:1])[CH2:5]1)([C:22]([CH3:25])([CH3:24])[CH3:23])([CH3:21])[CH3:20], predict the reactants needed to synthesize it. The reactants are: [N:1]([C@@H:4]1[CH2:8][C@@H:7]([CH2:9][O:10][Si:11]([C:14]([CH3:17])([CH3:16])[CH3:15])([CH3:13])[CH3:12])[C@@H:6]([O:18][Si:19]([C:22]([CH3:25])([CH3:24])[CH3:23])([CH3:21])[CH3:20])[CH2:5]1)=[N+]=[N-].CCOC(C)=O. (3) Given the product [CH:22]1([NH:25][C:26](=[O:43])[C:27]2[CH:32]=[CH:31][C:30]([CH3:33])=[C:29]([C:2]3[CH:3]=[C:4]4[C:9](=[CH:10][CH:11]=3)[C:8]([N:12]3[CH2:17][CH:16]5[CH2:18][CH:13]3[CH2:14][N:15]5[CH:19]([CH3:21])[CH3:20])=[N:7][N:6]=[CH:5]4)[CH:28]=2)[CH2:23][CH2:24]1, predict the reactants needed to synthesize it. The reactants are: Br[C:2]1[CH:3]=[C:4]2[C:9](=[CH:10][CH:11]=1)[C:8]([N:12]1[CH2:17][CH:16]3[CH2:18][CH:13]1[CH2:14][N:15]3[CH:19]([CH3:21])[CH3:20])=[N:7][N:6]=[CH:5]2.[CH:22]1([NH:25][C:26](=[O:43])[C:27]2[CH:32]=[CH:31][C:30]([CH3:33])=[C:29](B3OC(C)(C)C(C)(C)O3)[CH:28]=2)[CH2:24][CH2:23]1.C(=O)([O-])[O-].[K+].[K+]. (4) Given the product [CH3:1][N:2]([CH3:32])[C:3]1[CH:4]=[CH:5][C:6]([CH2:7][N:8]2[C:17]3[C:12](=[CH:13][CH:14]=[CH:15][CH:16]=3)[C:11](=[O:18])[N:10]([CH2:19][C:20]3[CH:21]=[CH:22][C:23]([C:24]([NH:33][CH2:34][CH:35]4[CH2:38][O:37][CH2:36]4)=[O:25])=[CH:27][CH:28]=3)[C:9]2=[O:29])=[CH:30][CH:31]=1, predict the reactants needed to synthesize it. The reactants are: [CH3:1][N:2]([CH3:32])[C:3]1[CH:31]=[CH:30][C:6]([CH2:7][N:8]2[C:17]3[C:12](=[CH:13][CH:14]=[CH:15][CH:16]=3)[C:11](=[O:18])[N:10]([CH2:19][C:20]3[CH:28]=[CH:27][C:23]([C:24](O)=[O:25])=[CH:22][CH:21]=3)[C:9]2=[O:29])=[CH:5][CH:4]=1.[NH2:33][CH2:34][CH:35]1[CH2:38][O:37][CH2:36]1.CN(C(ON1N=NC2C=CC=CC1=2)=[N+](C)C)C.F[P-](F)(F)(F)(F)F.C(N(CC)C(C)C)(C)C. (5) Given the product [F:6][C:7]1[CH:15]=[C:14]([N+:16]([O-:18])=[O:17])[CH:13]=[CH:12][C:8]=1[C:9]([O:5][C:1]([CH3:4])([CH3:3])[CH3:2])=[O:10], predict the reactants needed to synthesize it. The reactants are: [C:1]([OH:5])([CH3:4])([CH3:3])[CH3:2].[F:6][C:7]1[CH:15]=[C:14]([N+:16]([O-:18])=[O:17])[CH:13]=[CH:12][C:8]=1[C:9](O)=[O:10].C1(C)C=CC(S(Cl)(=O)=O)=CC=1. (6) The reactants are: [NH2:1][C:2]1SC(CC2C=CC=CC=2Cl)=CC=1C#N.[Cl:17][C:18]1[CH:40]=[CH:39][CH:38]=[CH:37][C:19]=1[CH2:20][C:21]1[S:36][C:24]2[N:25]=[C:26]([C:30]3[N:35]=[CH:34][CH:33]=CN=3)[N:27]=[C:28]([NH2:29])[C:23]=2[CH:22]=1.N1C=CN=CC=1C#N.CC1OC(C#N)=CC=1. Given the product [Cl:17][C:18]1[CH:40]=[CH:39][CH:38]=[CH:37][C:19]=1[CH2:20][C:21]1[S:36][C:24]2[N:25]=[C:26]([C:30]3[CH:2]=[N:1][CH:33]=[CH:34][N:35]=3)[N:27]=[C:28]([NH2:29])[C:23]=2[CH:22]=1, predict the reactants needed to synthesize it. (7) Given the product [CH3:29][N:28]([CH3:30])[S:25]([C:19]1[CH:20]=[CH:21][C:22]([O:1][C:2]2[C:7]3[CH:8]=[C:9]([CH3:11])[O:10][C:6]=3[CH:5]=[C:4]([C:12]([O:14][CH2:15][CH3:16])=[O:13])[CH:3]=2)=[CH:23][C:18]=1[F:17])(=[O:27])=[O:26], predict the reactants needed to synthesize it. The reactants are: [OH:1][C:2]1[C:7]2[CH:8]=[C:9]([CH3:11])[O:10][C:6]=2[CH:5]=[C:4]([C:12]([O:14][CH2:15][CH3:16])=[O:13])[CH:3]=1.[F:17][C:18]1[CH:23]=[C:22](F)[CH:21]=[CH:20][C:19]=1[S:25]([N:28]([CH3:30])[CH3:29])(=[O:27])=[O:26].C([O-])([O-])=O.[Cs+].[Cs+]. (8) The reactants are: OC(C(F)(F)F)=O.[NH2:8][CH2:9][C:10]1[CH:40]=[C:39]([F:41])[C:13]([C:14]([NH:16][C@@H:17]([CH2:21][C:22]2[CH:27]=[CH:26][C:25]([C:28]3[C:29](=[O:38])[N:30]([CH3:37])[C:31](=[O:36])[N:32]([CH3:35])[C:33]=3[CH3:34])=[CH:24][CH:23]=2)[C:18]([OH:20])=[O:19])=[O:15])=[C:12]([F:42])[CH:11]=1.O=C1CCC(=O)N1[O:50][C:51](=O)[CH2:52][CH2:53][O:54][CH2:55][CH2:56][O:57][CH2:58][CH2:59][O:60][CH2:61][CH2:62][O:63][CH2:64][CH2:65][NH:66][C:67](=[O:77])[CH2:68][CH2:69][N:70]1[C:74](=[O:75])[CH:73]=[CH:72][C:71]1=[O:76].CCN(C(C)C)C(C)C. Given the product [O:76]=[C:71]1[CH:72]=[CH:73][C:74](=[O:75])[N:70]1[CH2:69][CH2:68][C:67]([NH:66][CH2:65][CH2:64][O:63][CH2:62][CH2:61][O:60][CH2:59][CH2:58][O:57][CH2:56][CH2:55][O:54][CH2:53][CH2:52][C:51]([NH:8][CH2:9][C:10]1[CH:11]=[C:12]([F:42])[C:13]([C:14]([NH:16][C@@H:17]([CH2:21][C:22]2[CH:23]=[CH:24][C:25]([C:28]3[C:29](=[O:38])[N:30]([CH3:37])[C:31](=[O:36])[N:32]([CH3:35])[C:33]=3[CH3:34])=[CH:26][CH:27]=2)[C:18]([OH:20])=[O:19])=[O:15])=[C:39]([F:41])[CH:40]=1)=[O:50])=[O:77], predict the reactants needed to synthesize it. (9) Given the product [N:11]1([C:8]2[S:7][C:6]([C:4]([OH:5])=[O:3])=[CH:10][CH:9]=2)[CH2:12][CH2:13][CH2:14][CH2:15][CH2:16]1, predict the reactants needed to synthesize it. The reactants are: C([O:3][C:4]([C:6]1[S:7][C:8]([N:11]2[CH2:16][CH2:15][CH2:14][CH2:13][CH2:12]2)=[CH:9][CH:10]=1)=[O:5])C.[OH-].[Li+].